From a dataset of Catalyst prediction with 721,799 reactions and 888 catalyst types from USPTO. Predict which catalyst facilitates the given reaction. (1) Reactant: CO[C:3]1[C:8]([C:9]([C:11](=[C:17](SC)SC)[C:12]([O:14][CH2:15][CH3:16])=[O:13])=[O:10])=[CH:7][N:6]=[C:5]([S:22][CH3:23])[N:4]=1.[NH2:24][C:25]1[CH:33]=[CH:32][CH:31]=[CH:30][C:26]=1[C:27]([NH2:29])=[O:28].[H-].[Na+]. Product: [CH2:15]([O:14][C:12]([C:11]1[C:9](=[O:10])[C:8]2[CH:7]=[N:6][C:5]([S:22][CH3:23])=[N:4][C:3]=2[N:24]2[C:17]=1[NH:29][C:27](=[O:28])[C:26]1[CH:30]=[CH:31][CH:32]=[CH:33][C:25]2=1)=[O:13])[CH3:16]. The catalyst class is: 34. (2) Reactant: [O:1]1[CH:5]=[CH:4][CH:3]=[C:2]1[C:6]([C:8](=[C:11]([S:14][CH3:15])SC)[C:9]#[N:10])=O.N[N:17]=[CH:18][NH:19][C:20](=[O:27])[C:21]1[CH:26]=[CH:25][CH:24]=[CH:23][CH:22]=1.C([N:30](CC)CC)C. Product: [C:9]([C:8]1[C:6]([C:2]2[O:1][CH:5]=[CH:4][CH:3]=2)=[N:17][C:18]([NH:19][C:20](=[O:27])[C:21]2[CH:26]=[CH:25][CH:24]=[CH:23][CH:22]=2)=[N:30][C:11]=1[S:14][CH3:15])#[N:10]. The catalyst class is: 3. (3) Reactant: Br[C:2]1[N:7]=[C:6]2[N:8]([CH2:12][CH:13]3[CH2:18][CH2:17][CH2:16][CH2:15][N:14]3[CH3:19])[C:9](=[O:11])[NH:10][C:5]2=[N:4][CH:3]=1.BrC1N=C(N[CH2:28][CH:29]2[CH2:34][CH2:33][CH2:32][CH2:31]N2C)C(N)=NC=1.C(N1C=CN=C1)(N1C=CN=C1)=[O:38]. Product: [OH:38][C:29]1[CH:34]=[CH:33][C:32]([C:2]2[N:7]=[C:6]3[N:8]([CH2:12][CH:13]4[CH2:18][CH2:17][CH2:16][CH2:15][N:14]4[CH3:19])[C:9](=[O:11])[NH:10][C:5]3=[N:4][CH:3]=2)=[CH:31][CH:28]=1. The catalyst class is: 7. (4) Reactant: [C:1]([C:3]1[CH:8]=[CH:7][C:6]([C:9]2[N:13]3[CH:14]=[C:15]([C:18]4[CH:26]=[CH:25][C:21]([C:22](O)=[O:23])=[C:20]([Cl:27])[CH:19]=4)[N:16]=[CH:17][C:12]3=[N:11][CH:10]=2)=[CH:5][CH:4]=1)#[N:2].CN(C(ON1N=NC2C=CC=NC1=2)=[N+](C)C)C.F[P-](F)(F)(F)(F)F.CN1CCOCC1.Cl.[NH:60]1[CH2:65][CH2:64][CH:63]([NH:66][C:67](=[O:73])[O:68][C:69]([CH3:72])([CH3:71])[CH3:70])[CH2:62][CH2:61]1. Product: [C:1]([C:3]1[CH:8]=[CH:7][C:6]([C:9]2[N:13]3[CH:14]=[C:15]([C:18]4[CH:26]=[CH:25][C:21]([C:22]([N:60]5[CH2:61][CH2:62][CH:63]([NH:66][C:67](=[O:73])[O:68][C:69]([CH3:71])([CH3:70])[CH3:72])[CH2:64][CH2:65]5)=[O:23])=[C:20]([Cl:27])[CH:19]=4)[N:16]=[CH:17][C:12]3=[N:11][CH:10]=2)=[CH:5][CH:4]=1)#[N:2]. The catalyst class is: 18. (5) Reactant: O1CCCCC1[O:7][CH2:8][CH2:9][CH2:10][CH2:11][C:12]#[C:13][C:14]([O:16][C:17]([CH3:20])([CH3:19])[CH3:18])=[O:15].O.C1(C)C=CC(S(O)(=O)=O)=CC=1.C([O-])(O)=O.[Na+]. The catalyst class is: 5. Product: [OH:7][CH2:8][CH2:9][CH2:10][CH2:11][C:12]#[C:13][C:14]([O:16][C:17]([CH3:20])([CH3:19])[CH3:18])=[O:15]. (6) Reactant: [Cl:1]N1C(=O)CCC1=O.[CH3:9][CH:10]1[C:16]2=[C:17]3[C:21](=[CH:22][CH:23]=[C:15]2[O:14][CH2:13][CH2:12][N:11]1[C:24]([O:26][C:27]([CH3:30])([CH3:29])[CH3:28])=[O:25])[NH:20][CH:19]=[CH:18]3. Product: [Cl:1][C:18]1[C:17]2[C:21](=[CH:22][CH:23]=[C:15]3[O:14][CH2:13][CH2:12][N:11]([C:24]([O:26][C:27]([CH3:29])([CH3:28])[CH3:30])=[O:25])[CH:10]([CH3:9])[C:16]3=2)[NH:20][CH:19]=1. The catalyst class is: 1. (7) Reactant: [BH4-].[Li+].C1COCC1.Cl[Si](C)(C)C.Cl.[NH2:14][CH:15]([CH2:19][C:20]([F:23])([F:22])[F:21])[C:16](O)=[O:17]. Product: [NH2:14][CH:15]([CH2:19][C:20]([F:23])([F:22])[F:21])[CH2:16][OH:17]. The catalyst class is: 5. (8) Reactant: [CH3:1][C:2]1[C:3]2[CH:14]=[CH:13][CH:12]=[CH:11][C:4]=2[S:5][C:6]=1[C:7]([O:9]C)=[O:8].[Li+].[OH-].Cl. Product: [CH3:1][C:2]1[C:3]2[CH:14]=[CH:13][CH:12]=[CH:11][C:4]=2[S:5][C:6]=1[C:7]([OH:9])=[O:8]. The catalyst class is: 87. (9) Reactant: [C:1]([O:5][C:6]([N:8]([C:34]1[CH:39]=[CH:38][C:37]([O:40][CH2:41][CH2:42][O:43][CH3:44])=[CH:36][CH:35]=1)[C:9]1[N:20]2[C:16](=[CH:17][CH:18]=[N:19]2)[N:15]=[C:14]2[C:10]=1[CH2:11][CH2:12][N:13]2[C@H:21]1[CH2:26][CH2:25][CH2:24][N:23]([C:27]([O:29][C:30]([CH3:33])([CH3:32])[CH3:31])=[O:28])[CH2:22]1)=[O:7])([CH3:4])([CH3:3])[CH3:2].[I:45]N1C(=O)CCC1=O. Product: [I:45][C:17]1[CH:18]=[N:19][N:20]2[C:16]=1[N:15]=[C:14]1[C:10]([CH2:11][CH2:12][N:13]1[C@H:21]1[CH2:26][CH2:25][CH2:24][N:23]([C:27]([O:29][C:30]([CH3:33])([CH3:32])[CH3:31])=[O:28])[CH2:22]1)=[C:9]2[N:8]([C:6]([O:5][C:1]([CH3:4])([CH3:2])[CH3:3])=[O:7])[C:34]1[CH:39]=[CH:38][C:37]([O:40][CH2:41][CH2:42][O:43][CH3:44])=[CH:36][CH:35]=1. The catalyst class is: 1. (10) Reactant: Br[C:2]1[CH:3]=[C:4]([C:22]([OH:31])([C:27]([F:30])([F:29])[F:28])[C:23]([F:26])([F:25])[F:24])[CH:5]=[CH:6][C:7]=1[N:8]1[CH2:13][CH2:12][N:11]([S:14]([C:17]2[S:18][CH:19]=[CH:20][CH:21]=2)(=[O:16])=[O:15])[CH2:10][CH2:9]1.[Si]([O:39][CH2:40][CH2:41][C:42]#[C:43][B-](F)(F)F)(C(C)(C)C)(C)C.[K+].COC(C)(C)C.C(=O)([O-])[O-].[Cs+].[Cs+]. Product: [S:18]1[CH:19]=[CH:20][CH:21]=[C:17]1[S:14]([N:11]1[CH2:12][CH2:13][N:8]([C:7]2[CH:6]=[CH:5][C:4]([C:22]([OH:31])([C:27]([F:30])([F:29])[F:28])[C:23]([F:26])([F:25])[F:24])=[CH:3][C:2]=2[C:43]#[C:42][CH2:41][CH2:40][OH:39])[CH2:9][CH2:10]1)(=[O:16])=[O:15]. The catalyst class is: 93.